This data is from Reaction yield outcomes from USPTO patents with 853,638 reactions. The task is: Predict the reaction yield, written as a fraction of the theoretical maximum amount of product (1.0 means a 100% yield; for example, 0.34 means a 34% yield). (1) The reactants are [Cl:1][C:2]1[CH:7]=[CH:6][C:5]([C:8]2[N:12]=[C:11]([NH2:13])[NH:10][N:9]=2)=[CH:4][CH:3]=1.[Cl:14][C:15]1[CH:20]=[CH:19][C:18]([C:21](=O)[CH2:22][C:23](OCC)=[O:24])=[CH:17][C:16]=1[O:29][CH3:30].CC1C=CC(S(O)(=O)=O)=CC=1. The catalyst is CCCCO. The product is [Cl:14][C:15]1[CH:20]=[CH:19][C:18]([C:21]2[NH:13][C:11]3[N:10]([N:9]=[C:8]([C:5]4[CH:4]=[CH:3][C:2]([Cl:1])=[CH:7][CH:6]=4)[N:12]=3)[C:23](=[O:24])[CH:22]=2)=[CH:17][C:16]=1[O:29][CH3:30]. The yield is 0.280. (2) The reactants are CO[C:3](=[O:26])[C:4]1[CH:9]=[CH:8][C:7]([O:10][CH2:11][C:12]2[C:13]([C:18]3[CH:23]=[CH:22][C:21]([F:24])=[C:20]([F:25])[CH:19]=3)=[N:14][O:15][C:16]=2[CH3:17])=[N:6][CH:5]=1.[CH:27]([NH2:30])([CH3:29])[CH3:28]. No catalyst specified. The product is [F:25][C:20]1[CH:19]=[C:18]([C:13]2[C:12]([CH2:11][O:10][C:7]3[CH:8]=[CH:9][C:4]([C:3]([NH:30][CH:27]([CH3:29])[CH3:28])=[O:26])=[CH:5][N:6]=3)=[C:16]([CH3:17])[O:15][N:14]=2)[CH:23]=[CH:22][C:21]=1[F:24]. The yield is 0.740.